Dataset: Forward reaction prediction with 1.9M reactions from USPTO patents (1976-2016). Task: Predict the product of the given reaction. (1) Given the reactants Cl.[C:2]1([CH3:10])[CH:7]=[CH:6][C:5]([NH:8]N)=[CH:4][CH:3]=1.[CH3:11][NH+:12]1[C@@H:17]2[CH2:18][C:19]([CH2:21][C@H:13]1[CH2:14][CH2:15][CH2:16]2)=O.S(=O)(=O)(O)O, predict the reaction product. The product is: [CH3:10][C:2]1[CH:7]=[C:6]2[C:5](=[CH:4][CH:3]=1)[NH:8][C:15]1[CH2:16][CH:17]3[N:12]([CH3:11])[CH:13]([C:14]2=1)[CH2:21][CH2:19][CH2:18]3. (2) Given the reactants [C:1]([C:3]1[CH:8]=[CH:7][C:6]([CH:9]2[C:18]3[C:17](=[O:19])[NH:16][CH:15]=[CH:14][C:13]=3[NH:12][C:11]([C:20]([F:23])([F:22])[F:21])=[C:10]2[C:24]#[N:25])=[C:5]([O:26][CH3:27])[CH:4]=1)#[N:2].F[B-](F)(F)F.[CH2:33]([O+](CC)CC)[CH3:34].ClCCl, predict the reaction product. The product is: [C:1]([C:3]1[CH:8]=[CH:7][C:6]([CH:9]2[C:18]3[C:13](=[CH:14][CH:15]=[N:16][C:17]=3[O:19][CH2:33][CH3:34])[NH:12][C:11]([C:20]([F:23])([F:22])[F:21])=[C:10]2[C:24]#[N:25])=[C:5]([O:26][CH3:27])[CH:4]=1)#[N:2]. (3) Given the reactants C(OC([N:11]1[CH2:16][CH2:15][CH2:14][CH:13]([NH:17][C:18]([O:20][C:21]([CH3:24])([CH3:23])[CH3:22])=[O:19])[CH2:12]1)=O)C1C=CC=CC=1, predict the reaction product. The product is: [C:21]([O:20][C:18](=[O:19])[NH:17][CH:13]1[CH2:14][CH2:15][CH2:16][NH:11][CH2:12]1)([CH3:24])([CH3:22])[CH3:23]. (4) Given the reactants [N:1]([CH:4]1[CH2:23][N:8]2[C:9]3[C:14]([C:15]([CH2:16][C:17]([O:19]CCC)=[O:18])=[C:7]2[CH2:6][CH2:5]1)=[CH:13][CH:12]=[CH:11][CH:10]=3)=[N+:2]=[N-:3].[CH2:24]([O:27][C:28]1[C:33]([Cl:34])=[CH:32][CH:31]=[CH:30][C:29]=1[Cl:35])[C:25]#[CH:26], predict the reaction product. The product is: [Cl:34][C:33]1[CH:32]=[CH:31][CH:30]=[C:29]([Cl:35])[C:28]=1[O:27][CH2:24][C:25]1[N:1]([CH:4]2[CH2:23][N:8]3[C:9]4[C:14]([C:15]([CH2:16][C:17]([OH:19])=[O:18])=[C:7]3[CH2:6][CH2:5]2)=[CH:13][CH:12]=[CH:11][CH:10]=4)[N:2]=[N:3][CH:26]=1. (5) Given the reactants [F:1][C:2]1[CH:10]=[C:9]2[C:5]([C:6]([C:12]3[N:13]=[C:14]4[C:20]([C:21]([NH:23][CH:24]([C@H:26]5[CH2:29][C@H:28]([O:30]C(=O)C6C=CC([N+]([O-])=O)=CC=6)[CH2:27]5)[CH3:25])=[O:22])=[CH:19][N:18]([CH2:42][O:43][CH2:44][CH2:45][Si:46]([CH3:49])([CH3:48])[CH3:47])[C:15]4=[N:16][CH:17]=3)=[N:7][N:8]2[CH3:11])=[CH:4][CH:3]=1.[OH-].[Na+].CO, predict the reaction product. The product is: [OH:30][C@H:28]1[CH2:27][C@H:26]([CH:24]([NH:23][C:21]([C:20]2[C:14]3[C:15](=[N:16][CH:17]=[C:12]([C:6]4[C:5]5[C:9](=[CH:10][C:2]([F:1])=[CH:3][CH:4]=5)[N:8]([CH3:11])[N:7]=4)[N:13]=3)[N:18]([CH2:42][O:43][CH2:44][CH2:45][Si:46]([CH3:47])([CH3:49])[CH3:48])[CH:19]=2)=[O:22])[CH3:25])[CH2:29]1. (6) Given the reactants [OH:1][C:2]([C:5]1[N:9]=[C:8]([C:10]([O:12]CC)=O)[O:7][N:6]=1)([CH3:4])[CH3:3].[NH2:15][CH2:16][C@@H:17]([N:19]1[CH:23]=[CH:22][C:21]([C:24]2[CH:31]=[C:30]([F:32])[C:27]([C:28]#[N:29])=[C:26]([Cl:33])[CH:25]=2)=[N:20]1)[CH3:18], predict the reaction product. The product is: [Cl:33][C:26]1[CH:25]=[C:24]([C:21]2[CH:22]=[CH:23][N:19]([C@@H:17]([CH3:18])[CH2:16][NH:15][C:10]([C:8]3[O:7][N:6]=[C:5]([C:2]([OH:1])([CH3:3])[CH3:4])[N:9]=3)=[O:12])[N:20]=2)[CH:31]=[C:30]([F:32])[C:27]=1[C:28]#[N:29]. (7) Given the reactants [CH3:1][C:2]1[CH:3]=[CH:4][C:5]([S:8]([NH:11][C:12]2[C:17]([O:18][C:19]3[CH:24]=[CH:23][CH:22]=[CH:21][C:20]=3[O:25][CH3:26])=[C:16]([O:27][CH2:28][C:29]#[C:30][CH2:31][OH:32])[N:15]=[C:14]([C:33]3[CH:38]=[CH:37][N:36]=[CH:35][CH:34]=3)[N:13]=2)(=[O:10])=[O:9])=[N:6][CH:7]=1.[C:39]1([N:45]=[C:46]=[O:47])[CH:44]=[CH:43][CH:42]=[CH:41][CH:40]=1.CN(C=O)C, predict the reaction product. The product is: [CH3:1][C:2]1[CH:3]=[CH:4][C:5]([S:8]([NH:11][C:12]2[N:13]=[C:14]([C:33]3[CH:34]=[CH:35][N:36]=[CH:37][CH:38]=3)[N:15]=[C:16]([O:27][CH2:28][C:29]#[C:30][CH2:31][O:32][C:46](=[O:47])[NH:45][C:39]3[CH:44]=[CH:43][CH:42]=[CH:41][CH:40]=3)[C:17]=2[O:18][C:19]2[CH:24]=[CH:23][CH:22]=[CH:21][C:20]=2[O:25][CH3:26])(=[O:10])=[O:9])=[N:6][CH:7]=1. (8) The product is: [Cl:1][C:2]1[N:3]=[CH:4][C:5]2[N:11]([CH3:12])[C:10](=[O:13])[C:9]([F:15])([F:14])[CH2:8][N:7]([CH2:24][CH2:25][O:26][C:27]3[CH:32]=[CH:31][CH:30]=[CH:29][CH:28]=3)[C:6]=2[N:16]=1. Given the reactants [Cl:1][C:2]1[N:3]=[CH:4][C:5]2[N:11]([CH3:12])[C:10](=[O:13])[C:9]([F:15])([F:14])[CH2:8][NH:7][C:6]=2[N:16]=1.C(=O)([O-])[O-].[Cs+].[Cs+].I[CH2:24][CH2:25][O:26][C:27]1[CH:32]=[CH:31][CH:30]=[CH:29][CH:28]=1, predict the reaction product. (9) Given the reactants [CH2:1]([OH:6])[CH2:2][CH2:3][C:4]#[CH:5].[CH3:7][S:8](Cl)(=[O:10])=[O:9].C(N(CC)C(C)C)(C)C.OS([O-])(=O)=O.[K+], predict the reaction product. The product is: [CH2:1]([O:6][S:8]([CH3:7])(=[O:10])=[O:9])[CH2:2][CH2:3][C:4]#[CH:5].